Dataset: Full USPTO retrosynthesis dataset with 1.9M reactions from patents (1976-2016). Task: Predict the reactants needed to synthesize the given product. (1) Given the product [Cl:27][C:28]1[CH:29]=[CH:30][C:31]([O:35][CH3:36])=[C:32]([NH:33][S:13]([C:9]2[C:10]3[CH2:11][CH2:12][C@H:3]([N:2]([CH3:19])[CH3:1])[CH2:4][C:5]=3[C:6]([O:17][CH3:18])=[CH:7][CH:8]=2)(=[O:15])=[O:14])[CH:34]=1, predict the reactants needed to synthesize it. The reactants are: [CH3:1][N:2]([CH3:19])[C@H:3]1[CH2:12][CH2:11][C:10]2[C:9]([S:13](Cl)(=[O:15])=[O:14])=[CH:8][CH:7]=[C:6]([O:17][CH3:18])[C:5]=2[CH2:4]1.C(N(CC)CC)C.[Cl:27][C:28]1[CH:29]=[CH:30][C:31]([O:35][CH3:36])=[C:32]([CH:34]=1)[NH2:33]. (2) Given the product [NH:1]([C:8]1[N:9]([C:24]2[CH:29]=[CH:28][CH:27]=[CH:26][CH:25]=2)[C:10]2[C:15]([C:16](=[O:18])[CH:17]=1)=[C:14]([C:19]([F:22])([F:21])[F:20])[CH:13]=[C:12]([C:30]1[CH:35]=[CH:34][CH:33]=[CH:32][CH:31]=1)[N:11]=2)[C:2]1[CH:7]=[CH:6][CH:5]=[CH:4][CH:3]=1, predict the reactants needed to synthesize it. The reactants are: [NH:1]([C:8]1[N:9]([C:24]2[CH:29]=[CH:28][CH:27]=[CH:26][CH:25]=2)[C:10]2[C:15]([C:16](=[O:18])[CH:17]=1)=[C:14]([C:19]([F:22])([F:21])[F:20])[CH:13]=[C:12](Cl)[N:11]=2)[C:2]1[CH:7]=[CH:6][CH:5]=[CH:4][CH:3]=1.[CH:30]1[CH:35]=[CH:34][C:33](P([C:30]2[CH:35]=[CH:34][CH:33]=[CH:32][CH:31]=2)[C:30]2[CH:35]=[CH:34][CH:33]=[CH:32][CH:31]=2)=[CH:32][CH:31]=1.C1(B(O)O)C=CC=CC=1.C([O-])([O-])=O.[K+].[K+]. (3) Given the product [CH3:19][N:20]([CH2:21][CH:22]([C:24]1[CH:29]=[CH:28][CH:27]=[CH:26][CH:25]=1)[OH:23])[CH2:15][C:12]1[CH:13]=[N:14][C:9]([C:4]2[CH:5]=[CH:6][CH:7]=[CH:8][C:3]=2[C:2]([F:18])([F:17])[F:1])=[CH:10][CH:11]=1, predict the reactants needed to synthesize it. The reactants are: [F:1][C:2]([F:18])([F:17])[C:3]1[CH:8]=[CH:7][CH:6]=[CH:5][C:4]=1[C:9]1[N:14]=[CH:13][C:12]([CH:15]=O)=[CH:11][CH:10]=1.[CH3:19][NH:20][CH2:21][CH:22]([C:24]1[CH:29]=[CH:28][CH:27]=[CH:26][CH:25]=1)[OH:23].[BH-](OC(C)=O)(OC(C)=O)OC(C)=O.[Na+]. (4) Given the product [Cl:1][C:2]1[CH:7]=[CH:6][N:5]=[C:4]2[C:3]=1[C:13]1[CH:12]=[C:11]([F:10])[CH:16]=[CH:15][C:14]=1[C:20](=[O:21])[NH:8]2, predict the reactants needed to synthesize it. The reactants are: [Cl:1][C:2]1[CH:7]=[CH:6][N:5]=[C:4]([NH2:8])[C:3]=1I.[F:10][C:11]1[CH:12]=[CH:13][C:14]([C:20](OC)=[O:21])=[C:15](B(O)O)[CH:16]=1.